This data is from Full USPTO retrosynthesis dataset with 1.9M reactions from patents (1976-2016). The task is: Predict the reactants needed to synthesize the given product. (1) Given the product [CH2:17]([C:19]1[CH:24]=[CH:23][C:22]([CH2:25][C:26]2[C:27]([O:32][C@@H:33]3[O:50][C@H:49]([CH2:51][O:52][C:53](=[O:55])[CH3:54])[C@@H:44]([O:45][C:46](=[O:48])[CH3:47])[C@H:39]([O:40][C:41](=[O:43])[CH3:42])[C@H:34]3[O:35][C:36](=[O:38])[CH3:37])=[N:28][NH:29][C:30]=2[CH3:31])=[CH:21][CH:20]=1)[CH3:18].[CH2:1]([C:3]1[CH:4]=[CH:5][C:6]([CH2:9][C:10]2[C:11]([O:16][C@@H:33]3[O:50][C@H:49]([CH2:51][OH:52])[C@@H:44]([OH:45])[C@H:39]([OH:40])[C@H:34]3[OH:35])=[N:12][NH:13][C:14]=2[CH3:15])=[CH:7][CH:8]=1)[CH3:2], predict the reactants needed to synthesize it. The reactants are: [CH2:1]([C:3]1[CH:8]=[CH:7][C:6]([CH2:9][C:10]2[C:11](=[O:16])[NH:12][NH:13][C:14]=2[CH3:15])=[CH:5][CH:4]=1)[CH3:2].[CH2:17]([C:19]1[CH:24]=[CH:23][C:22]([CH2:25][C:26]2[C:27]([O:32][C@@H:33]3[O:50][C@H:49]([CH2:51][O:52][C:53](=[O:55])[CH3:54])[C@@H:44]([O:45][C:46](=[O:48])[CH3:47])[C@H:39]([O:40][C:41](=[O:43])[CH3:42])[C@H:34]3[O:35][C:36](=[O:38])[CH3:37])=[N:28][NH:29][C:30]=2[CH3:31])=[CH:21][CH:20]=1)[CH3:18]. (2) Given the product [Cl:23][C:24]1[C:29]([N:9]2[CH2:12][CH:11]([C:13]3[NH:17][C:16]4[CH:18]=[CH:19][C:20]([CH3:22])=[CH:21][C:15]=4[N:14]=3)[CH2:10]2)=[N:28][CH:27]=[CH:26][N:25]=1, predict the reactants needed to synthesize it. The reactants are: C(=O)([O-])[O-].[Cs+].[Cs+].Cl.Cl.[NH:9]1[CH2:12][CH:11]([C:13]2[NH:17][C:16]3[CH:18]=[CH:19][C:20]([CH3:22])=[CH:21][C:15]=3[N:14]=2)[CH2:10]1.[Cl:23][C:24]1[C:29](Cl)=[N:28][CH:27]=[CH:26][N:25]=1.